Dataset: Peptide-MHC class II binding affinity with 134,281 pairs from IEDB. Task: Regression. Given a peptide amino acid sequence and an MHC pseudo amino acid sequence, predict their binding affinity value. This is MHC class II binding data. (1) The peptide sequence is FGHDGTVWAQSADFP. The MHC is DRB3_0101 with pseudo-sequence DRB3_0101. The binding affinity (normalized) is 0.206. (2) The binding affinity (normalized) is 0. The MHC is HLA-DQA10101-DQB10501 with pseudo-sequence HLA-DQA10101-DQB10501. The peptide sequence is DKRHDGGCRKELAAV.